Dataset: Forward reaction prediction with 1.9M reactions from USPTO patents (1976-2016). Task: Predict the product of the given reaction. Given the reactants Br[C:2]1[S:10][C:9]2[C:8](=[O:11])[NH:7][C:6]([CH3:13])([CH3:12])[N:5]([CH3:14])[C:4]=2[CH:3]=1.[N:15]1[C:24]2[C:19](=[CH:20][CH:21]=[CH:22][CH:23]=2)[C:18](B(O)O)=[CH:17][CH:16]=1.C(=O)([O-])[O-].[Cs+].[Cs+].COCCOC, predict the reaction product. The product is: [CH3:14][N:5]1[C:4]2[CH:3]=[C:2]([C:18]3[C:19]4[C:24](=[CH:23][CH:22]=[CH:21][CH:20]=4)[N:15]=[CH:16][CH:17]=3)[S:10][C:9]=2[C:8](=[O:11])[NH:7][C:6]1([CH3:13])[CH3:12].